From a dataset of Retrosynthesis with 50K atom-mapped reactions and 10 reaction types from USPTO. Predict the reactants needed to synthesize the given product. (1) Given the product CCOC(=O)c1ccc2c(ccc[n+]2[O-])c1, predict the reactants needed to synthesize it. The reactants are: CCOC(=O)c1ccc2ncccc2c1.O=C(OO)c1cccc(Cl)c1. (2) Given the product CC(C)(C)CC1(c2ccccc2)OC(=O)C2=C1CN(C(=O)NCc1ccccc1)CC2, predict the reactants needed to synthesize it. The reactants are: CC(C)(C)CC1(c2ccccc2)OC(=O)C2=C1CNCC2.O=C=NCc1ccccc1. (3) Given the product CC(=O)N1CCN(NC(=O)c2cccs2)CC1, predict the reactants needed to synthesize it. The reactants are: CC(=O)N1CCN(N)CC1.O=C(Cl)c1cccs1.